The task is: Regression. Given a peptide amino acid sequence and an MHC pseudo amino acid sequence, predict their binding affinity value. This is MHC class II binding data.. This data is from Peptide-MHC class II binding affinity with 134,281 pairs from IEDB. (1) The binding affinity (normalized) is 0.757. The peptide sequence is IKVLKGFKKEISNML. The MHC is DRB1_0401 with pseudo-sequence DRB1_0401. (2) The peptide sequence is DTFRKDFRVYDNFLR. The MHC is DRB5_0101 with pseudo-sequence DRB5_0101. The binding affinity (normalized) is 0.363. (3) The peptide sequence is MGGLWKYLNAVSLCI. The MHC is DRB1_1301 with pseudo-sequence DRB1_1301. The binding affinity (normalized) is 0.550. (4) The peptide sequence is MGDVAWDFSSAGGFF. The MHC is DRB1_1101 with pseudo-sequence DRB1_1101. The binding affinity (normalized) is 0.146. (5) The peptide sequence is DCVVKPIDDRFANALLA. The MHC is DRB1_1302 with pseudo-sequence DRB1_1302. The binding affinity (normalized) is 0.428. (6) The peptide sequence is FVHLGHRDNIEDDLL. The MHC is HLA-DPA10103-DPB10201 with pseudo-sequence HLA-DPA10103-DPB10201. The binding affinity (normalized) is 0.163. (7) The peptide sequence is ILRQLLTGGVKKGRPSLKLQ. The binding affinity (normalized) is 0.607. The MHC is DRB1_0404 with pseudo-sequence DRB1_0404.